From a dataset of Catalyst prediction with 721,799 reactions and 888 catalyst types from USPTO. Predict which catalyst facilitates the given reaction. Reactant: [H-].[Na+].[CH3:3][C:4]1[CH:5]=[C:6]([OH:19])[CH:7]=[CH:8][C:9]=1[CH2:10][CH2:11][CH2:12][CH2:13][N:14]1[CH:18]=[CH:17][N:16]=[N:15]1.Cl[CH2:21][C:22]1[C:23]([CH3:38])=[N:24][C:25]([C:28]2[CH:33]=[CH:32][CH:31]=[C:30]([C:34]([F:37])([F:36])[F:35])[CH:29]=2)=[CH:26][CH:27]=1.O. Product: [CH3:38][C:23]1[C:22]([CH2:21][O:19][C:6]2[CH:7]=[CH:8][C:9]([CH2:10][CH2:11][CH2:12][CH2:13][N:14]3[CH:18]=[CH:17][N:16]=[N:15]3)=[C:4]([CH3:3])[CH:5]=2)=[CH:27][CH:26]=[C:25]([C:28]2[CH:33]=[CH:32][CH:31]=[C:30]([C:34]([F:36])([F:37])[F:35])[CH:29]=2)[N:24]=1. The catalyst class is: 9.